Dataset: Forward reaction prediction with 1.9M reactions from USPTO patents (1976-2016). Task: Predict the product of the given reaction. (1) Given the reactants [OH:1][C:2]1[CH:3]=[CH:4][C:5]([CH:8]2[CH2:13][CH2:12][C:11](=O)[CH2:10][CH2:9]2)=[N:6][CH:7]=1.C(OC1C=CC(Br)=NC=1)C1C=CC=CC=1.CC1(C)C(C)(C)OB(C2CCC3(OCCO3)CC=2)O1.[NH:49]1[CH2:52][CH:51]([NH:53][C:54](=[O:71])[CH2:55][NH:56][C:57]2[C:66]3[C:61](=[CH:62][CH:63]=[C:64]([C:67]([F:70])([F:69])[F:68])[CH:65]=3)[N:60]=[CH:59][N:58]=2)[CH2:50]1.[BH-](OC(C)=O)(OC(C)=O)OC(C)=O.[Na+], predict the reaction product. The product is: [OH:1][C:2]1[CH:3]=[CH:4][C:5]([CH:8]2[CH2:13][CH2:12][CH:11]([N:49]3[CH2:50][CH:51]([NH:53][C:54](=[O:71])[CH2:55][NH:56][C:57]4[C:66]5[C:61](=[CH:62][CH:63]=[C:64]([C:67]([F:68])([F:70])[F:69])[CH:65]=5)[N:60]=[CH:59][N:58]=4)[CH2:52]3)[CH2:10][CH2:9]2)=[N:6][CH:7]=1. (2) Given the reactants [CH3:1][N:2]1[C:6]([CH2:7][N:8]2[CH2:13][CH2:12][N:11]([C:14](OC(C)(C)C)=O)[CH2:10][CH2:9]2)=[CH:5][N:4]=[CH:3]1.C(O)(C(F)(F)F)=O.[Br:28][C:29]1C(Cl)=[C:31]([N+:36]([O-:38])=[O:37])[C:32]([NH2:35])=[N:33][CH:34]=1, predict the reaction product. The product is: [Br:28][C:29]1[C:14]([N:11]2[CH2:10][CH2:9][N:8]([CH2:7][C:6]3[N:2]([CH3:1])[CH:3]=[N:4][CH:5]=3)[CH2:13][CH2:12]2)=[C:31]([N+:36]([O-:38])=[O:37])[C:32]([NH2:35])=[N:33][CH:34]=1. (3) Given the reactants [NH2:1][C:2]([NH:4][C:5]1[C:6]([C:10]([NH:12]CC2C=CC(OC)=CC=2OC)=[O:11])=[N:7][NH:8][CH:9]=1)=[O:3].[CH:24]([C:27]1[CH:32]=[CH:31][C:30](B(O)O)=[CH:29][CH:28]=1)([CH3:26])[CH3:25].N1C=CC=CC=1, predict the reaction product. The product is: [NH2:1][C:2]([NH:4][C:5]1[C:6]([C:10]([NH2:12])=[O:11])=[N:7][N:8]([C:30]2[CH:31]=[CH:32][C:27]([CH:24]([CH3:26])[CH3:25])=[CH:28][CH:29]=2)[CH:9]=1)=[O:3]. (4) Given the reactants [C:1]([O:5][C:6]([N:8]1[CH2:13][CH2:12][CH:11]([C:14]2[C:19]([NH2:20])=[C:18](Br)[C:17]([Cl:22])=[C:16]([C:23]([F:26])([F:25])[F:24])[N:15]=2)[CH2:10][CH2:9]1)=[O:7])([CH3:4])([CH3:3])[CH3:2].C[Si]([SiH]([Si](C)(C)C)[Si](C)(C)C)(C)C.N(C(C)(C)C#N)=NC(C)(C)C#N.O, predict the reaction product. The product is: [C:1]([O:5][C:6]([N:8]1[CH2:13][CH2:12][CH:11]([C:14]2[C:19]([NH2:20])=[CH:18][C:17]([Cl:22])=[C:16]([C:23]([F:24])([F:25])[F:26])[N:15]=2)[CH2:10][CH2:9]1)=[O:7])([CH3:4])([CH3:2])[CH3:3]. (5) Given the reactants [Na+].[S:2]1[C:6]2[CH:7]=[C:8]([S:11]([O-:13])=[O:12])[CH:9]=[CH:10][C:5]=2[N:4]=[CH:3]1.N1C=CC=CC=1.Br[C:21]([CH3:28])([CH3:27])[C:22]([O:24][CH2:25][CH3:26])=[O:23], predict the reaction product. The product is: [CH2:25]([O:24][C:22](=[O:23])[C:21]([S:11]([C:8]1[CH:9]=[CH:10][C:5]2[N:4]=[CH:3][S:2][C:6]=2[CH:7]=1)(=[O:13])=[O:12])([CH3:28])[CH3:27])[CH3:26]. (6) Given the reactants C(N(CC)CC)C.[CH:8]([C:10]1[C:18]2[C:13](=[CH:14][CH:15]=[CH:16][CH:17]=2)[N:12](C(OC(C)(C)C)=O)[CH:11]=1)=[O:9].[CH3:26][O:27][C:28]1[CH:29]=[C:30]([CH:40]=[CH:41][CH:42]=1)[N:31]=[CH:32][C:33]1[CH:34]=[N:35][CH:36]=[C:37]([CH3:39])[CH:38]=1, predict the reaction product. The product is: [NH:12]1[C:13]2[C:18](=[CH:17][CH:16]=[CH:15][CH:14]=2)[C:10]([C:8](=[O:9])[CH:32]([NH:31][C:30]2[CH:40]=[CH:41][CH:42]=[C:28]([O:27][CH3:26])[CH:29]=2)[C:33]2[CH:34]=[N:35][CH:36]=[C:37]([CH3:39])[CH:38]=2)=[CH:11]1. (7) Given the reactants [NH2:1][C:2]1[N:10]=[CH:9][N:8]=[C:7]2[C:3]=1[N:4]=[CH:5][N:6]2[C@H:11]1[C@@H:15]2[O:16][C:17]([CH3:20])([CH3:19])[O:18][C@@H:14]2[C@@H:13]([CH2:21][NH:22][CH2:23][CH2:24][CH2:25][NH:26][C:27]([NH:29][C:30]2[CH:35]=[CH:34][C:33]([C:36]([CH3:39])([CH3:38])[CH3:37])=[CH:32][CH:31]=2)=[O:28])[O:12]1.[CH:40](=O)[CH3:41].[BH-](OC(C)=O)(OC(C)=O)OC(C)=O.[Na+], predict the reaction product. The product is: [NH2:1][C:2]1[N:10]=[CH:9][N:8]=[C:7]2[C:3]=1[N:4]=[CH:5][N:6]2[C@H:11]1[C@@H:15]2[O:16][C:17]([CH3:19])([CH3:20])[O:18][C@@H:14]2[C@@H:13]([CH2:21][N:22]([CH2:40][CH3:41])[CH2:23][CH2:24][CH2:25][NH:26][C:27]([NH:29][C:30]2[CH:35]=[CH:34][C:33]([C:36]([CH3:39])([CH3:38])[CH3:37])=[CH:32][CH:31]=2)=[O:28])[O:12]1.